This data is from Forward reaction prediction with 1.9M reactions from USPTO patents (1976-2016). The task is: Predict the product of the given reaction. (1) Given the reactants C(Cl)(=O)C(Cl)=O.[F:7][C:8]1[CH:9]=[C:10]2[C:14](=[CH:15][CH:16]=1)[N:13]([CH2:17][C:18]1[CH:23]=[CH:22][CH:21]=[C:20]([F:24])[CH:19]=1)[C:12]([C:25]([OH:27])=O)=[CH:11]2.C(N(CC)CC)C.[CH3:35][C:36]([CH3:52])([CH3:51])[C:37]([O:39][CH2:40][C:41]1[S:42][C:43]2[C:48]([N:49]=1)=[CH:47][C:46]([NH2:50])=[CH:45][N:44]=2)=[O:38], predict the reaction product. The product is: [CH3:35][C:36]([CH3:52])([CH3:51])[C:37]([O:39][CH2:40][C:41]1[S:42][C:43]2[C:48]([N:49]=1)=[CH:47][C:46]([NH:50][C:25]([C:12]1[N:13]([CH2:17][C:18]3[CH:23]=[CH:22][CH:21]=[C:20]([F:24])[CH:19]=3)[C:14]3[C:10]([CH:11]=1)=[CH:9][C:8]([F:7])=[CH:16][CH:15]=3)=[O:27])=[CH:45][N:44]=2)=[O:38]. (2) Given the reactants [F:1][C:2]1[CH:3]=[C:4]([CH:29]=[C:30]([N:32]2[CH2:37][CH2:36][O:35][CH2:34][CH2:33]2)[CH:31]=1)[C:5]([NH:7][C:8]1[C:17]2[C:12](=[CH:13][CH:14]=[CH:15][CH:16]=2)[C:11]([O:18][C:19]2[CH:24]=[CH:23][N:22]=[C:21](S(C)(=O)=O)[N:20]=2)=[CH:10][CH:9]=1)=[O:6].[CH:38]1([NH2:42])[CH2:41][CH2:40][CH2:39]1, predict the reaction product. The product is: [CH:38]1([NH:42][C:21]2[N:20]=[C:19]([O:18][C:11]3[C:12]4[C:17](=[CH:16][CH:15]=[CH:14][CH:13]=4)[C:8]([NH:7][C:5](=[O:6])[C:4]4[CH:29]=[C:30]([N:32]5[CH2:37][CH2:36][O:35][CH2:34][CH2:33]5)[CH:31]=[C:2]([F:1])[CH:3]=4)=[CH:9][CH:10]=3)[CH:24]=[CH:23][N:22]=2)[CH2:41][CH2:40][CH2:39]1. (3) Given the reactants [F:1][C:2]([F:18])([F:17])[C:3]1[O:7][N:6]=[C:5]([C:8]2[S:12][C:11]([C:13]([OH:15])=O)=[CH:10][CH:9]=2)[C:4]=1[CH3:16].[NH:19]1[CH2:24][CH2:23][O:22][CH2:21][CH2:20]1.C1COCC1.N1CCCCC1, predict the reaction product. The product is: [CH3:16][C:4]1[C:5]([C:8]2[S:12][C:11]([C:13]([N:19]3[CH2:24][CH2:23][O:22][CH2:21][CH2:20]3)=[O:15])=[CH:10][CH:9]=2)=[N:6][O:7][C:3]=1[C:2]([F:1])([F:18])[F:17]. (4) Given the reactants [S:1]1[C:9]2[C:4](=[N:5][CH:6]=[CH:7][C:8]=2[O:10][C:11]2[CH:12]=[C:13]3[C:18](=[CH:19][CH:20]=2)[C:17]([C:21]([OH:23])=O)=[CH:16][CH:15]=[CH:14]3)[CH:3]=[CH:2]1.[CH3:24][N:25]([CH3:29])[CH2:26][CH2:27][NH2:28], predict the reaction product. The product is: [CH3:24][N:25]([CH3:29])[CH2:26][CH2:27][NH:28][C:21]([C:17]1[C:18]2[C:13](=[CH:12][C:11]([O:10][C:8]3[CH:7]=[CH:6][N:5]=[C:4]4[CH:3]=[CH:2][S:1][C:9]=34)=[CH:20][CH:19]=2)[CH:14]=[CH:15][CH:16]=1)=[O:23]. (5) Given the reactants [CH3:1][O:2][C:3](=[O:40])[C@@H:4]([NH:32][C:33]([O:35][C:36]([CH3:39])([CH3:38])[CH3:37])=[O:34])[CH2:5][C:6]1[CH:31]=[CH:30][C:9]2[O:10][C@@H:11]([C:14]3[CH:19]=[CH:18][C:17]([O:20]CC4C=CC(Cl)=C(Cl)C=4)=[CH:16][CH:15]=3)[CH2:12][O:13][C:8]=2[CH:7]=1, predict the reaction product. The product is: [CH3:1][O:2][C:3](=[O:40])[C@@H:4]([NH:32][C:33]([O:35][C:36]([CH3:38])([CH3:37])[CH3:39])=[O:34])[CH2:5][C:6]1[CH:31]=[CH:30][C:9]2[O:10][C@@H:11]([C:14]3[CH:19]=[CH:18][C:17]([OH:20])=[CH:16][CH:15]=3)[CH2:12][O:13][C:8]=2[CH:7]=1.